Predict the reactants needed to synthesize the given product. From a dataset of Full USPTO retrosynthesis dataset with 1.9M reactions from patents (1976-2016). (1) Given the product [F:42][C:41]([F:44])([F:43])[C:38]1[S:37][C:36]([NH:35][C:32]([C:15]2[N:16]([C:20]3[CH:21]=[CH:22][C:23]([O:26][CH:27]4[CH2:28][CH2:29][CH2:30][CH2:31]4)=[CH:24][CH:25]=3)[C:17]3[C:13]([CH:14]=2)=[CH:12][C:11]([C:8]2[CH:9]=[CH:10][C:5]([C:1]([CH3:4])([CH3:2])[CH3:3])=[CH:6][CH:7]=2)=[CH:19][CH:18]=3)=[O:33])=[N:40][N:39]=1, predict the reactants needed to synthesize it. The reactants are: [C:1]([C:5]1[CH:10]=[CH:9][C:8]([C:11]2[CH:12]=[C:13]3[C:17](=[CH:18][CH:19]=2)[N:16]([C:20]2[CH:25]=[CH:24][C:23]([O:26][CH:27]4[CH2:31][CH2:30][CH2:29][CH2:28]4)=[CH:22][CH:21]=2)[C:15]([C:32](Cl)=[O:33])=[CH:14]3)=[CH:7][CH:6]=1)([CH3:4])([CH3:3])[CH3:2].[NH2:35][C:36]1[S:37][C:38]([C:41]([F:44])([F:43])[F:42])=[N:39][N:40]=1. (2) Given the product [CH3:21][C@H:5]1[CH2:4][NH:3][C@H:2]([CH3:1])[CH2:7][N:6]1[C:8]1[CH:9]=[CH:10][C:11]2[N:12]([C:14]([C:17]([F:20])([F:19])[F:18])=[N:15][N:16]=2)[N:13]=1, predict the reactants needed to synthesize it. The reactants are: [CH3:1][C@@H:2]1[CH2:7][N:6]([C:8]2[CH:9]=[CH:10][C:11]3[N:12]([C:14]([C:17]([F:20])([F:19])[F:18])=[N:15][N:16]=3)[N:13]=2)[C@@H:5]([CH3:21])[CH2:4][N:3]1C(OC(C)(C)C)=O.C(O)(C(F)(F)F)=O. (3) Given the product [NH2:5][CH2:8][C:9]1([C:15]([O:17][CH2:18][CH3:19])=[O:16])[CH2:14][CH2:13][CH2:12][CH2:11][O:10]1, predict the reactants needed to synthesize it. The reactants are: CP(C)C.[N:5]([CH2:8][C:9]1([C:15]([O:17][CH2:18][CH3:19])=[O:16])[CH2:14][CH2:13][CH2:12][CH2:11][O:10]1)=[N+]=[N-].O. (4) Given the product [CH3:31][S:32]([C:6]1[CH:5]=[C:4]([CH:9]=[C:8]([C:10]([F:13])([F:12])[F:11])[CH:7]=1)[C:3]([N:2]([CH3:1])[C:19]1[CH:20]=[N:21][CH:22]=[CH:23][C:24]=1[C:25]1[CH:30]=[CH:29][CH:28]=[CH:27][CH:26]=1)=[O:18])(=[O:34])=[O:33], predict the reactants needed to synthesize it. The reactants are: [CH3:1][N:2]([C:19]1[CH:20]=[N:21][CH:22]=[CH:23][C:24]=1[C:25]1[CH:30]=[CH:29][CH:28]=[CH:27][CH:26]=1)[C:3](=[O:18])[C:4]1[CH:9]=[C:8]([C:10]([F:13])([F:12])[F:11])[CH:7]=[C:6](C(F)(F)F)[CH:5]=1.[CH3:31][S:32](C1C=C(C=C(C(F)(F)F)C=1)C(O)=O)(=[O:34])=[O:33]. (5) Given the product [OH:6][C@@H:5]([CH2:4][OH:3])[CH2:7][O:8][C:9]1[CH:10]=[C:11]([NH:15][C:16]([C:18]2[C:26]3[N:25]=[C:24]([C:27]4[CH:32]=[CH:31][CH:30]=[CH:29][C:28]=4[C:33]([F:35])([F:36])[F:34])[NH:23][C:22]=3[CH:21]=[CH:20][CH:19]=2)=[O:17])[CH:12]=[CH:13][CH:14]=1, predict the reactants needed to synthesize it. The reactants are: CC1(C)[O:6][C@H:5]([CH2:7][O:8][C:9]2[CH:10]=[C:11]([NH:15][C:16]([C:18]3[C:26]4[N:25]=[C:24]([C:27]5[CH:32]=[CH:31][CH:30]=[CH:29][C:28]=5[C:33]([F:36])([F:35])[F:34])[NH:23][C:22]=4[CH:21]=[CH:20][CH:19]=3)=[O:17])[CH:12]=[CH:13][CH:14]=2)[CH2:4][O:3]1.Cl. (6) Given the product [Br:1][C:2]1[CH:9]=[CH:8][C:7]([O:10][CH3:11])=[CH:6][C:3]=1[CH2:4][C:12]#[N:13], predict the reactants needed to synthesize it. The reactants are: [Br:1][C:2]1[CH:9]=[CH:8][C:7]([O:10][CH3:11])=[CH:6][C:3]=1[CH2:4]Br.[C-:12]#[N:13].[Na+].O.CCOC(C)=O. (7) Given the product [Cl:11][C:4]1[N:5]=[C:6]([CH3:10])[C:7]2[CH:8]=[N:12][NH:13][C:2]=2[CH:3]=1, predict the reactants needed to synthesize it. The reactants are: Cl[C:2]1[C:7]([CH:8]=O)=[C:6]([CH3:10])[N:5]=[C:4]([Cl:11])[CH:3]=1.[NH2:12][NH2:13].